Task: Predict which catalyst facilitates the given reaction.. Dataset: Catalyst prediction with 721,799 reactions and 888 catalyst types from USPTO (1) Reactant: [CH2:1]([C:4]#[N:5])[C:2]#[N:3].[C:6](OCC)(OCC)([O:9][CH2:10][CH3:11])[CH2:7][CH3:8]. Product: [CH2:10]([O:9][C:6](=[C:1]([C:4]#[N:5])[C:2]#[N:3])[CH2:7][CH3:8])[CH3:11]. The catalyst class is: 8. (2) Reactant: [C:1]([O:5][C:6]([NH:8][CH2:9][C:10]1[C:11]([CH2:27][CH:28]([CH3:30])[CH3:29])=[N:12][C:13]([CH3:26])=[C:14]([C:18]=1[C:19]1[CH:24]=[CH:23][C:22]([CH3:25])=[CH:21][CH:20]=1)[C:15]([OH:17])=O)=[O:7])([CH3:4])([CH3:3])[CH3:2].Cl.[NH2:32][CH2:33][CH2:34][C:35]([NH2:37])=[O:36].ON1C2C=CC=CC=2N=N1.Cl.C(N=C=NCCCN(C)C)C.C(N(CC)CC)C. Product: [C:1]([O:5][C:6](=[O:7])[NH:8][CH2:9][C:10]1[C:11]([CH2:27][CH:28]([CH3:29])[CH3:30])=[N:12][C:13]([CH3:26])=[C:14]([C:15]([NH:32][CH2:33][CH2:34][C:35]([NH2:37])=[O:36])=[O:17])[C:18]=1[C:19]1[CH:24]=[CH:23][C:22]([CH3:25])=[CH:21][CH:20]=1)([CH3:4])([CH3:3])[CH3:2]. The catalyst class is: 9. (3) Reactant: N1(CC2C=C3C(=CC=2)CC(N)CC3)CCCCC1.C(O)(C(F)(F)F)=O.[C:26]([NH:30][CH2:31][C:32]1[CH:37]=[CH:36][C:35]([C@H:38]([NH:40]C(=O)OC(C)(C)C)[CH3:39])=[CH:34][CH:33]=1)([CH3:29])([CH3:28])[CH3:27]. Product: [NH2:40][C@@H:38]([C:35]1[CH:36]=[CH:37][C:32]([CH2:31][NH:30][C:26]([CH3:28])([CH3:27])[CH3:29])=[CH:33][CH:34]=1)[CH3:39]. The catalyst class is: 2. (4) Reactant: Cl[C:2]1[CH:3]=[C:4]([CH:8]=[CH:9][C:10]=1[N+:11]([O-:13])=[O:12])[C:5]([OH:7])=[O:6].[CH3:14][NH2:15]. Product: [CH3:14][NH:15][C:2]1[CH:3]=[C:4]([CH:8]=[CH:9][C:10]=1[N+:11]([O-:13])=[O:12])[C:5]([OH:7])=[O:6]. The catalyst class is: 1. (5) Reactant: [CH3:1][O:2][CH2:3][C:4]1[CH:5]=[C:6]([C:14]([O:16]C)=[O:15])[C:7]([C:10]([O:12]C)=[O:11])=[N:8][CH:9]=1.[OH-].[Na+]. Product: [CH3:1][O:2][CH2:3][C:4]1[CH:5]=[C:6]([C:14]([OH:16])=[O:15])[C:7]([C:10]([OH:12])=[O:11])=[N:8][CH:9]=1. The catalyst class is: 6. (6) Reactant: [F:1][C:2]([F:15])([F:14])[O:3][C:4]1[CH:9]=[CH:8][CH:7]=[CH:6][C:5]=1[CH2:10][C:11]([OH:13])=[O:12].C([Li])CCC.Br[CH2:22][CH2:23][CH2:24][Cl:25]. Product: [Cl:25][CH2:24][CH2:23][CH2:22][CH:10]([C:5]1[CH:6]=[CH:7][CH:8]=[CH:9][C:4]=1[O:3][C:2]([F:14])([F:15])[F:1])[C:11]([OH:13])=[O:12]. The catalyst class is: 1. (7) Reactant: [F:1][C:2]1[CH:22]=[CH:21][CH:20]=[CH:19][C:3]=1[CH2:4][O:5][C:6]1[CH:18]=[CH:17][C:9]([CH2:10][NH:11][C@@H:12]([CH3:16])[C:13]([NH2:15])=[O:14])=[CH:8][CH:7]=1.C1(C)C=CC=CC=1.CO.[CH3:32][S:33]([OH:36])(=[O:35])=[O:34]. Product: [CH3:32][S:33]([OH:36])(=[O:35])=[O:34].[F:1][C:2]1[CH:22]=[CH:21][CH:20]=[CH:19][C:3]=1[CH2:4][O:5][C:6]1[CH:7]=[CH:8][C:9]([CH2:10][NH:11][C@@H:12]([CH3:16])[C:13]([NH2:15])=[O:14])=[CH:17][CH:18]=1. The catalyst class is: 21.